Dataset: Full USPTO retrosynthesis dataset with 1.9M reactions from patents (1976-2016). Task: Predict the reactants needed to synthesize the given product. Given the product [C:1]([O:5][C:6](=[O:25])[CH2:7][O:8][C:9]1[CH:14]=[CH:13][C:12]([Cl:15])=[CH:11][C:10]=1[C:16]#[C:17][C:18]1[CH:19]=[N+:20]([O-:34])[CH:21]=[CH:22][C:23]=1[CH3:24])([CH3:4])([CH3:3])[CH3:2], predict the reactants needed to synthesize it. The reactants are: [C:1]([O:5][C:6](=[O:25])[CH2:7][O:8][C:9]1[CH:14]=[CH:13][C:12]([Cl:15])=[CH:11][C:10]=1[C:16]#[C:17][C:18]1[CH:19]=[N:20][CH:21]=[CH:22][C:23]=1[CH3:24])([CH3:4])([CH3:3])[CH3:2].ClC1C=CC=C(C(OO)=[O:34])C=1.